From a dataset of Catalyst prediction with 721,799 reactions and 888 catalyst types from USPTO. Predict which catalyst facilitates the given reaction. (1) Reactant: [CH2:1]([O:5][C:6]1[CH:11]=[C:10](Cl)[N:9]=[CH:8][N:7]=1)[C:2]#[C:3][CH3:4].C(=O)([O-])[O-].[K+].[K+].Cl.[CH3:20][C:21]1([CH3:29])[CH2:26][C:25]([CH3:28])([CH3:27])[CH2:24][NH:23][CH2:22]1.[Cl-].[NH4+]. Product: [CH2:1]([O:5][C:6]1[CH:11]=[C:10]([N:23]2[CH2:24][C:25]([CH3:28])([CH3:27])[CH2:26][C:21]([CH3:29])([CH3:20])[CH2:22]2)[N:9]=[CH:8][N:7]=1)[C:2]#[C:3][CH3:4]. The catalyst class is: 10. (2) Reactant: Cl[C:2]1[CH:7]=[C:6]([C:8]2[CH:13]=[CH:12][C:11]([F:14])=[CH:10][CH:9]=2)[N:5]=[CH:4][N:3]=1.[CH2:15]([OH:19])[C:16]#[C:17][CH3:18].[H-].[Na+].O. Product: [F:14][C:11]1[CH:12]=[CH:13][C:8]([C:6]2[CH:7]=[C:2]([O:19][CH2:15][C:16]#[C:17][CH3:18])[N:3]=[CH:4][N:5]=2)=[CH:9][CH:10]=1. The catalyst class is: 9. (3) Reactant: [C:1]([Br:5])(Br)(Br)Br.C1(P(C2C=CC=CC=2)C2C=CC=CC=2)C=CC=CC=1.[C:25]1([C:33]2[CH:38]=[CH:37][CH:36]=[CH:35][CH:34]=2)[CH:30]=[CH:29][C:28](CO)=[CH:27][CH:26]=1. Product: [Br:5][CH2:1][C:36]1[CH:37]=[CH:38][C:33]([C:25]2[CH:30]=[CH:29][CH:28]=[CH:27][CH:26]=2)=[CH:34][CH:35]=1. The catalyst class is: 4. (4) Reactant: Cl[C:2]1[N:19]=[N:18][C:5]2[CH2:6][CH2:7][N:8]3[C:16]4[CH:15]=[CH:14][CH:13]=[C:12]([F:17])[C:11]=4[CH:10]=[C:9]3[C:4]=2[CH:3]=1.[F:20][C:21]1[CH:26]=[CH:25][C:24]([C:27]2[O:28][C:29]3[CH:39]=[C:38]([N:40]([CH3:45])[S:41]([CH3:44])(=[O:43])=[O:42])[C:37](B(O)O)=[CH:36][C:30]=3[C:31]=2[C:32](=[O:35])[NH:33][CH3:34])=[CH:23][CH:22]=1.[O-]P([O-])([O-])=O.[K+].[K+].[K+]. Product: [F:17][C:12]1[C:11]2[CH:10]=[C:9]3[C:4]4[CH:3]=[C:2]([C:37]5[C:38]([N:40]([CH3:45])[S:41]([CH3:44])(=[O:43])=[O:42])=[CH:39][C:29]6[O:28][C:27]([C:24]7[CH:25]=[CH:26][C:21]([F:20])=[CH:22][CH:23]=7)=[C:31]([C:32]([NH:33][CH3:34])=[O:35])[C:30]=6[CH:36]=5)[N:19]=[N:18][C:5]=4[CH2:6][CH2:7][N:8]3[C:16]=2[CH:15]=[CH:14][CH:13]=1. The catalyst class is: 3. (5) Reactant: [Cl:1][C:2]1[CH:7]=[C:6]([Cl:8])[CH:5]=[CH:4][C:3]=1[C:9]1[CH:14]=[CH:13][N:12]=[C:11]([NH:15][CH:16]([CH3:20])[CH2:17][O:18][CH3:19])[C:10]=1[NH2:21].[C:22](OC)(=[O:26])[C:23]([CH3:25])=O. Product: [Cl:1][C:2]1[CH:7]=[C:6]([Cl:8])[CH:5]=[CH:4][C:3]=1[C:9]1[C:10]2[N:21]=[C:23]([CH3:25])[C:22](=[O:26])[N:15]([CH:16]([CH3:20])[CH2:17][O:18][CH3:19])[C:11]=2[N:12]=[CH:13][CH:14]=1. The catalyst class is: 11. (6) Reactant: ClC1C=C(C=CC=1)C(OO)=[O:6].[F:12][C:13]([F:27])([F:26])[CH2:14][C:15]1[CH:20]=[CH:19][CH:18]=[C:17]([CH2:21][C:22]([F:25])([F:24])[F:23])[N:16]=1. Product: [F:27][C:13]([F:12])([F:26])[CH2:14][C:15]1[CH:20]=[CH:19][CH:18]=[C:17]([CH2:21][C:22]([F:25])([F:24])[F:23])[N+:16]=1[O-:6]. The catalyst class is: 22. (7) The catalyst class is: 89. Reactant: [Cl:1][C:2]1[C:3]2[C:7]([CH:8]=[CH:9][CH:10]=1)=[N:6][N:5]1[C:11](=[O:28])[CH:12]=[C:13]([CH:15]3[CH2:20][CH2:19][N:18](C(OC(C)(C)C)=O)[CH2:17][CH2:16]3)[NH:14][C:4]=21. Product: [ClH:1].[Cl:1][C:2]1[C:3]2[C:7]([CH:8]=[CH:9][CH:10]=1)=[N:6][N:14]1[C:13]([CH:15]3[CH2:20][CH2:19][NH:18][CH2:17][CH2:16]3)=[CH:12][C:11](=[O:28])[NH:5][C:4]=21.